From a dataset of Forward reaction prediction with 1.9M reactions from USPTO patents (1976-2016). Predict the product of the given reaction. (1) Given the reactants [C:1]1([C:7]2[C:8](=[N:13][NH:14][C:15]3[CH:20]=[CH:19][CH:18]=[CH:17][CH:16]=3)[C:9]([NH2:12])=[N:10][N:11]=2)[CH:6]=[CH:5][CH:4]=[CH:3][CH:2]=1.Cl.[C:22](Cl)(=[O:29])[C:23]1[CH:28]=[CH:27][CH:26]=[N:25][CH:24]=1.C(N(CC)CC)C, predict the reaction product. The product is: [C:1]1([C:7]2[C:8](=[N:13][NH:14][C:15]3[CH:16]=[CH:17][CH:18]=[CH:19][CH:20]=3)[C:9]([NH:12][C:22](=[O:29])[C:23]3[CH:28]=[CH:27][CH:26]=[N:25][CH:24]=3)=[N:10][N:11]=2)[CH:2]=[CH:3][CH:4]=[CH:5][CH:6]=1. (2) Given the reactants [F:1][C:2]1[CH:23]=[CH:22][C:5]([NH:6][C:7]2[CH:19]=[C:18]([CH:20]=[CH2:21])[CH:17]=[CH:16][C:8]=2[C:9]([O:11][C:12]([CH3:15])([CH3:14])[CH3:13])=[O:10])=[CH:4][CH:3]=1.Br[C:25]1[CH:26]=[N:27][CH:28]=[CH:29][CH:30]=1.C(N(CCCC)CCCC)CCC.C(O)(=O)CC(CC(O)=O)(C(O)=O)O, predict the reaction product. The product is: [F:1][C:2]1[CH:23]=[CH:22][C:5]([NH:6][C:7]2[CH:19]=[C:18](/[CH:20]=[CH:21]/[C:25]3[CH:26]=[N:27][CH:28]=[CH:29][CH:30]=3)[CH:17]=[CH:16][C:8]=2[C:9]([O:11][C:12]([CH3:15])([CH3:13])[CH3:14])=[O:10])=[CH:4][CH:3]=1.